Dataset: Catalyst prediction with 721,799 reactions and 888 catalyst types from USPTO. Task: Predict which catalyst facilitates the given reaction. (1) Reactant: C([Li])CCC.[CH2:6]([NH:13][C:14](=[O:24])[C:15]1[CH:20]=[CH:19][C:18](Br)=[CH:17][C:16]=1[O:22][CH3:23])[C:7]1[CH:12]=[CH:11][CH:10]=[CH:9][CH:8]=1.[B:25](OC(C)C)([O:30]C(C)C)[O:26]C(C)C.Cl. Product: [CH2:6]([NH:13][C:14]([C:15]1[CH:20]=[CH:19][C:18]([B:25]([OH:30])[OH:26])=[CH:17][C:16]=1[O:22][CH3:23])=[O:24])[C:7]1[CH:12]=[CH:11][CH:10]=[CH:9][CH:8]=1. The catalyst class is: 7. (2) Reactant: [Br:1][C:2]1[CH:3]=[C:4]2[C:9](=[CH:10][CH:11]=1)[N:8]([CH2:12][C:13]1[CH:18]=[CH:17][C:16]([O:19][CH3:20])=[CH:15][CH:14]=1)[C:7](=[O:21])[NH:6][C:5]2([CH2:26][N+:27]([O-:29])=[O:28])[C:22]([F:25])([F:24])[F:23].[H-].[Na+].CI.[C:34](OCC)(=O)C. Product: [Br:1][C:2]1[CH:3]=[C:4]2[C:9](=[CH:10][CH:11]=1)[N:8]([CH2:12][C:13]1[CH:14]=[CH:15][C:16]([O:19][CH3:20])=[CH:17][CH:18]=1)[C:7](=[O:21])[N:6]([CH3:34])[C:5]2([CH2:26][N+:27]([O-:29])=[O:28])[C:22]([F:23])([F:25])[F:24]. The catalyst class is: 18. (3) Reactant: [Cl:1][C:2]1[CH:7]=[CH:6][C:5]([N:8]2[C:13](=[O:14])[C:12]3[C:15]([S:24]([CH3:27])(=[O:26])=[O:25])=[N:16][N:17]([C:18]4[CH:23]=[CH:22][CH:21]=[CH:20][CH:19]=4)[C:11]=3[N:10]=[C:9]2[C:28]2[CH:33]=[CH:32][C:31](B3OC(C)(C)C(C)(C)O3)=[CH:30][CH:29]=2)=[CH:4][CH:3]=1.[NH2:43][C:44]1[CH:49]=[CH:48][C:47](Br)=[CH:46][N:45]=1.C([O-])([O-])=O.[Cs+].[Cs+]. Product: [NH2:43][C:44]1[N:45]=[CH:46][C:47]([C:31]2[CH:32]=[CH:33][C:28]([C:9]3[N:8]([C:5]4[CH:6]=[CH:7][C:2]([Cl:1])=[CH:3][CH:4]=4)[C:13](=[O:14])[C:12]4[C:15]([S:24]([CH3:27])(=[O:25])=[O:26])=[N:16][N:17]([C:18]5[CH:23]=[CH:22][CH:21]=[CH:20][CH:19]=5)[C:11]=4[N:10]=3)=[CH:29][CH:30]=2)=[CH:48][CH:49]=1. The catalyst class is: 140.